Dataset: Reaction yield outcomes from USPTO patents with 853,638 reactions. Task: Predict the reaction yield, written as a fraction of the theoretical maximum amount of product (1.0 means a 100% yield; for example, 0.34 means a 34% yield). (1) The reactants are [CH3:1][C:2]1[CH:15]=[CH:14][CH:13]=[CH:12][C:3]=1[N:4]([N+]([O-])=O)[CH2:5][CH2:6][S:7][CH3:8].O.O.[Sn](Cl)Cl.Cl.C1N=C[N:24]([C:27](N2C=NC=C2)=[O:28])C=1. The catalyst is C(O)C. The product is [CH3:1][C:2]1[C:3]2[N:4]([CH2:5][CH2:6][S:7][CH3:8])[C:27](=[O:28])[NH:24][C:12]=2[CH:13]=[CH:14][CH:15]=1. The yield is 0.690. (2) The reactants are [NH:1]1[C:9]2[C:4](=[CH:5][CH:6]=[C:7]([C:10]([O:12][CH3:13])=[O:11])[CH:8]=2)[CH:3]=[N:2]1.[OH-].[K+].[I:16]I.S(=O)(=O)(O)[O-].[Na+]. The catalyst is CN(C)C=O. The product is [I:16][C:3]1[C:4]2[C:9](=[CH:8][C:7]([C:10]([O:12][CH3:13])=[O:11])=[CH:6][CH:5]=2)[NH:1][N:2]=1. The yield is 0.780. (3) The reactants are [Cl:1][C:2]1[C:7]([NH2:8])=[CH:6][C:5]([C:9]2[C:10]([CH3:15])=[N:11][O:12][C:13]=2[CH3:14])=[CH:4][N:3]=1.Br[C:17]1[CH:22]=[CH:21][CH:20]=[CH:19][CH:18]=1. No catalyst specified. The product is [Cl:1][C:2]1[C:7]([NH:8][C:17]2[CH:22]=[CH:21][CH:20]=[CH:19][CH:18]=2)=[CH:6][C:5]([C:9]2[C:10]([CH3:15])=[N:11][O:12][C:13]=2[CH3:14])=[CH:4][N:3]=1. The yield is 0.300. (4) The reactants are [F:1][C:2]1[CH:7]=[CH:6][C:5]([C:8]2[N:12]([CH3:13])[N:11]=[CH:10][C:9]=2[CH2:14][O:15][C:16]2[CH:25]=[CH:24][C:19]([C:20](OC)=[O:21])=[CH:18][CH:17]=2)=[CH:4][CH:3]=1.[H-].[Al+3].[Li+].[H-].[H-].[H-].O.O.O.O.O.O.O.O.O.O.S([O-])([O-])(=O)=O.[Na+].[Na+]. The catalyst is O1CCCC1. The product is [F:1][C:2]1[CH:3]=[CH:4][C:5]([C:8]2[N:12]([CH3:13])[N:11]=[CH:10][C:9]=2[CH2:14][O:15][C:16]2[CH:17]=[CH:18][C:19]([CH2:20][OH:21])=[CH:24][CH:25]=2)=[CH:6][CH:7]=1. The yield is 0.800. (5) The reactants are [N+:1]([C:4]1[CH:13]=[CH:12][C:7](/[CH:8]=[CH:9]/[CH2:10]Cl)=[CH:6][CH:5]=1)([O-:3])=[O:2].[NH2:14][C:15]1[CH:20]=[CH:19][CH:18]=[CH:17][C:16]=1[SH:21].C(=O)([O-])[O-].[Na+].[Na+]. The catalyst is CN(C=O)C. The product is [N+:1]([C:4]1[CH:13]=[CH:12][C:7](/[CH:8]=[CH:9]/[C:10]2[S:21][C:16]3[CH:17]=[CH:18][CH:19]=[CH:20][C:15]=3[N:14]=2)=[CH:6][CH:5]=1)([O-:3])=[O:2]. The yield is 0.851. (6) The reactants are Br[C:2]1[CH:3]=[CH:4][C:5]([NH2:8])=[N:6][CH:7]=1.[CH:9]1(B(O)O)[CH2:11][CH2:10]1.P([O-])([O-])([O-])=O.[K+].[K+].[K+].C1(P(C2CCCCC2)C2CCCCC2)CCCCC1. The catalyst is O.C([O-])(=O)C.[Pd+2].C([O-])(=O)C.C1(C)C=CC=CC=1. The product is [CH:9]1([C:2]2[CH:3]=[CH:4][C:5]([NH2:8])=[N:6][CH:7]=2)[CH2:11][CH2:10]1. The yield is 0.770. (7) The reactants are [CH3:1][C:2]1[C:11]2[C:6](=[CH:7][CH:8]=[CH:9][CH:10]=2)[C:5]([N+:12]([O-])=O)=[CH:4][C:3]=1N. The catalyst is C(O)C.[Ni]. The product is [CH3:1][C:2]1[C:11]2[C:6](=[CH:7][CH:8]=[CH:9][CH:10]=2)[C:5]([NH2:12])=[CH:4][CH:3]=1. The yield is 0.750.